Dataset: Catalyst prediction with 721,799 reactions and 888 catalyst types from USPTO. Task: Predict which catalyst facilitates the given reaction. (1) Reactant: CO.[Na].C([O:6][C:7](=O)[CH2:8][NH:9][C:10](=[O:17])[CH2:11][C:12]([O:14][CH2:15]C)=[O:13])C.O. Product: [O:17]=[C:10]1[CH:11]([C:12]([O:14][CH3:15])=[O:13])[C:7](=[O:6])[CH2:8][NH:9]1. The catalyst class is: 48. (2) Reactant: C(=O)([O-])[O-].[K+].[K+].CN(C)C(=O)C.Cl[C:14]1[CH:19]=[CH:18][C:17]([N+:20]([O-:22])=[O:21])=[CH:16][C:15]=1[Cl:23].[Cl:24][C:25]1[CH:30]=[CH:29][C:28]([SH:31])=[CH:27][CH:26]=1. Product: [Cl:23][C:15]1[CH:16]=[C:17]([N+:20]([O-:22])=[O:21])[CH:18]=[CH:19][C:14]=1[S:31][C:28]1[CH:29]=[CH:30][C:25]([Cl:24])=[CH:26][CH:27]=1. The catalyst class is: 6.